From a dataset of Catalyst prediction with 721,799 reactions and 888 catalyst types from USPTO. Predict which catalyst facilitates the given reaction. (1) Reactant: Br[C:2]1[CH:7]=[CH:6][C:5]([Cl:8])=[CH:4][C:3]=1[C:9]1[CH:14]=[C:13]([O:15][CH3:16])[N:12]=[CH:11][N:10]=1.C[Si](C)(C)[C:19](=[O:21])[CH3:20]. Product: [Cl:8][C:5]1[CH:6]=[CH:7][C:2]([C:19](=[O:21])[CH3:20])=[C:3]([C:9]2[CH:14]=[C:13]([O:15][CH3:16])[N:12]=[CH:11][N:10]=2)[CH:4]=1. The catalyst class is: 73. (2) Reactant: [C:1]1([C:7]2[CH:11]=[CH:10][NH:9][N:8]=2)[CH:6]=[CH:5][CH:4]=[CH:3][CH:2]=1.C(=O)([O-])[O-].[K+].[K+].[F:18][C:19]1[CH:24]=[CH:23][CH:22]=[CH:21][C:20]=1I. Product: [F:18][C:19]1[CH:24]=[CH:23][CH:22]=[CH:21][C:20]=1[N:9]1[CH:10]=[CH:11][C:7]([C:1]2[CH:2]=[CH:3][CH:4]=[CH:5][CH:6]=2)=[N:8]1. The catalyst class is: 246. (3) Reactant: Cl[C:2]1[C:3]2[C:4](=[CH:18][N:19](CC3C=CC(OC)=CC=3)[N:20]=2)[N:5]=[C:6]([C:8]2[CH:13]=[CH:12][C:11]([O:14][CH3:15])=[C:10]([O:16][CH3:17])[CH:9]=2)[N:7]=1.[N:30]1([C:35]2[CH:41]=[CH:40][C:38]([NH2:39])=[CH:37][CH:36]=2)[CH2:34][CH2:33][CH2:32][CH2:31]1.Cl. Product: [CH3:17][O:16][C:10]1[CH:9]=[C:8]([C:6]2[N:7]=[C:2]([NH:39][C:38]3[CH:37]=[CH:36][C:35]([N:30]4[CH2:34][CH2:33][CH2:32][CH2:31]4)=[CH:41][CH:40]=3)[C:3]3[NH:20][N:19]=[CH:18][C:4]=3[N:5]=2)[CH:13]=[CH:12][C:11]=1[O:14][CH3:15]. The catalyst class is: 71. (4) Reactant: [CH:1]1([NH:4][C:5]([NH:7][C:8]2[CH:13]=[CH:12][C:11]([C:14]3[N:19]=[C:18]([C:20]([O:22]C)=[O:21])[CH:17]=[C:16]([N:24]4[CH2:29][CH2:28][O:27][CH2:26][C@@H:25]4[CH3:30])[N:15]=3)=[CH:10][CH:9]=2)=[O:6])[CH2:3][CH2:2]1.[OH-].[Na+].C1COCC1. Product: [CH:1]1([NH:4][C:5]([NH:7][C:8]2[CH:13]=[CH:12][C:11]([C:14]3[N:19]=[C:18]([C:20]([OH:22])=[O:21])[CH:17]=[C:16]([N:24]4[CH2:29][CH2:28][O:27][CH2:26][C@@H:25]4[CH3:30])[N:15]=3)=[CH:10][CH:9]=2)=[O:6])[CH2:3][CH2:2]1. The catalyst class is: 6. (5) Reactant: [N:1]1[CH:6]=[CH:5][CH:4]=[CH:3][CH:2]=1.FC(F)(F)S(O[C:13]1[C:21]([Si](C)(C)C)=[CH:20][C:16]2[O:17][CH2:18][O:19][C:15]=2[CH:14]=1)(=O)=O.[F-].[K+].[O:30]1CCOCCOCCOCCOCCOCC1. Product: [O:17]1[C:16]2[CH:20]=[CH:21][C:13]([N:1]3[CH:6]=[CH:5][CH:4]=[CH:3][C:2]3=[O:30])=[CH:14][C:15]=2[O:19][CH2:18]1. The catalyst class is: 1. (6) Reactant: [C:1]([C:5]1[N:10]=[C:9]2[NH:11][N:12]=[CH:13][C:8]2=[C:7]([N:14]2[CH2:18][CH2:17][C:16]([F:20])([F:19])[CH2:15]2)[N:6]=1)([CH3:4])([CH3:3])[CH3:2].Cl[CH:22]1[CH2:25][S:24](=[O:27])(=[O:26])[CH2:23]1.CCN(C(C)C)C(C)C.CC(C)([O-])C.[K+]. Product: [C:1]([C:5]1[N:10]=[C:9]2[N:11]([CH:22]3[CH2:25][S:24](=[O:27])(=[O:26])[CH2:23]3)[N:12]=[CH:13][C:8]2=[C:7]([N:14]2[CH2:18][CH2:17][C:16]([F:19])([F:20])[CH2:15]2)[N:6]=1)([CH3:4])([CH3:2])[CH3:3]. The catalyst class is: 118. (7) Reactant: [N:1]([C:4]1[CH:14]=[CH:13][C:12]([C:15]2[CH:16]=[C:17]3[C:23]([C:24]4[CH:29]=[CH:28][CH:27]=[CH:26][C:25]=4[O:30][CH3:31])=[CH:22][N:21](S(C4C=CC(C)=CC=4)(=O)=O)[C:18]3=[N:19][CH:20]=2)=[CH:11][C:5]=1[C:6]([N:8]([CH3:10])[CH3:9])=[O:7])=[C:2]=[O:3].[NH:42]1[CH2:47][CH2:46][O:45][CH2:44][CH2:43]1. Product: [CH3:10][N:8]([CH3:9])[C:6]([C:5]1[CH:11]=[C:12]([C:15]2[CH:16]=[C:17]3[C:23]([C:24]4[CH:29]=[CH:28][CH:27]=[CH:26][C:25]=4[O:30][CH3:31])=[CH:22][NH:21][C:18]3=[N:19][CH:20]=2)[CH:13]=[CH:14][C:4]=1[NH:1][C:2]([N:42]1[CH2:47][CH2:46][O:45][CH2:44][CH2:43]1)=[O:3])=[O:7]. The catalyst class is: 2. (8) Reactant: FC(F)(F)C(O)(C)C(O)=O.[CH2:11]([NH:18][CH:19]([CH3:28])[C:20]1[CH:25]=[CH:24][C:23]([Cl:26])=[CH:22][C:21]=1[Cl:27])[C:12]1[CH:17]=[CH:16][CH:15]=[CH:14][CH:13]=1. Product: [CH2:11]([NH:18][C@H:19]([CH3:28])[C:20]1[CH:25]=[CH:24][C:23]([Cl:26])=[CH:22][C:21]=1[Cl:27])[C:12]1[CH:13]=[CH:14][CH:15]=[CH:16][CH:17]=1. The catalyst class is: 13. (9) The catalyst class is: 19. Reactant: COC1C=CC(CN[C@H](CC(C)C)C(N)=O)=CC=1.[Cl:19][C:20]1[CH:25]=[CH:24][C:23]([S:26]([N:29]([CH:40]([CH2:44][CH:45]([CH3:47])[CH3:46])[C:41]([NH2:43])=[O:42])[CH2:30][C:31]2[CH:36]=[CH:35][C:34]([N+:37]([O-])=O)=[CH:33][CH:32]=2)(=[O:28])=[O:27])=[CH:22][CH:21]=1.Cl. Product: [Cl:19][C:20]1[CH:21]=[CH:22][C:23]([S:26]([N:29]([C@H:40]([CH2:44][CH:45]([CH3:47])[CH3:46])[C:41]([NH2:43])=[O:42])[CH2:30][C:31]2[CH:36]=[CH:35][C:34]([NH2:37])=[CH:33][CH:32]=2)(=[O:27])=[O:28])=[CH:24][CH:25]=1. (10) Reactant: [B:10]1([B:10]2[O:14][C:13]([CH3:16])([CH3:15])[C:12]([CH3:18])([CH3:17])[O:11]2)[O:14][C:13]([CH3:16])([CH3:15])[C:12]([CH3:18])([CH3:17])[O:11]1.CC([O-])=O.[K+].C(Cl)Cl.Br[C:28]1[CH:29]=[CH:30][C:31]([C:34]2[N:35]=[N:36][N:37]([CH3:39])[N:38]=2)=[N:32][CH:33]=1. Product: [CH3:39][N:37]1[N:36]=[N:35][C:34]([C:31]2[CH:30]=[CH:29][C:28]([B:10]3[O:11][C:12]([CH3:17])([CH3:18])[C:13]([CH3:15])([CH3:16])[O:14]3)=[CH:33][N:32]=2)=[N:38]1. The catalyst class is: 75.